From a dataset of Forward reaction prediction with 1.9M reactions from USPTO patents (1976-2016). Predict the product of the given reaction. (1) Given the reactants [CH2:1]([O:8][C:9]1[CH:14]=[CH:13][C:12]([C@@H:15]([OH:37])[CH2:16][NH:17][CH2:18][CH2:19][O:20][C:21]2(C(OC)=O)[CH:26]=[CH:25][C:24]([C:27]3[CH:32]=[CH:31][CH:30]=[CH:29][CH:28]=3)=[CH:23][CH2:22]2)=[CH:11][C:10]=1[NH:38][S:39]([CH3:42])(=[O:41])=[O:40])[C:2]1[CH:7]=[CH:6][CH:5]=[CH:4][CH:3]=1.[OH-:43].[Na+].[CH2:45]([OH:47])C.Cl, predict the reaction product. The product is: [CH2:1]([O:8][C:9]1[CH:14]=[CH:13][C:12]([C@@H:15]([OH:37])[CH2:16][NH:17][CH2:18][CH2:19][O:20][C:21]2[CH:26]=[CH:25][C:24]([C:27]3[CH:32]=[CH:31][C:30]([C:45]([OH:47])=[O:43])=[CH:29][CH:28]=3)=[CH:23][CH:22]=2)=[CH:11][C:10]=1[NH:38][S:39]([CH3:42])(=[O:41])=[O:40])[C:2]1[CH:7]=[CH:6][CH:5]=[CH:4][CH:3]=1. (2) Given the reactants [Cl:1][C:2]1[CH:3]=[C:4]([C:12]2[O:16][N:15]=[C:14]([C:17](OCC)=[O:18])[CH:13]=2)[CH:5]=[CH:6][C:7]=1[O:8][CH:9]([CH3:11])[CH3:10].[H-].[Al+3].[Li+].[H-].[H-].[H-], predict the reaction product. The product is: [Cl:1][C:2]1[CH:3]=[C:4]([C:12]2[O:16][N:15]=[C:14]([CH2:17][OH:18])[CH:13]=2)[CH:5]=[CH:6][C:7]=1[O:8][CH:9]([CH3:11])[CH3:10]. (3) Given the reactants [Cl-].[CH2:2]([N+:6]1[CH:11]=[CH:10][CH:9]=[CH:8][CH:7]=1)[CH2:3][CH2:4][CH3:5].[F:12][P-:13]([F:18])([F:17])([F:16])([F:15])[F:14].[K+], predict the reaction product. The product is: [F:12][P-:13]([F:18])([F:17])([F:16])([F:15])[F:14].[CH2:2]([N+:6]1[CH:11]=[CH:10][CH:9]=[CH:8][CH:7]=1)[CH2:3][CH2:4][CH3:5]. (4) Given the reactants [CH2:1]([N:3]1[C:9](=[O:10])[C:8]([CH3:12])([CH3:11])[C:7](=[O:13])[N:6]([CH3:14])[C:5]2[CH:15]=[C:16]([CH2:19][CH2:20][C:21](O)=[O:22])[CH:17]=[CH:18][C:4]1=2)[CH3:2].C(N(CC)CC)C.ClC(OCC)=O.[BH4-].[Na+], predict the reaction product. The product is: [CH2:1]([N:3]1[C:9](=[O:10])[C:8]([CH3:12])([CH3:11])[C:7](=[O:13])[N:6]([CH3:14])[C:5]2[CH:15]=[C:16]([CH2:19][CH2:20][CH2:21][OH:22])[CH:17]=[CH:18][C:4]1=2)[CH3:2]. (5) Given the reactants Br[C:2]1[N:3]([CH2:12][O:13][CH2:14][CH2:15][Si:16]([CH3:19])([CH3:18])[CH3:17])[C:4]([Br:11])=[C:5]([C:7]([O:9][CH3:10])=[O:8])[N:6]=1.[F:20][C:21]([F:35])([F:34])[C:22]1[C:23]([N:28]2[CH2:33][CH2:32][NH:31][CH2:30][CH2:29]2)=[N:24][CH:25]=[CH:26][CH:27]=1, predict the reaction product. The product is: [Br:11][C:4]1[N:3]([CH2:12][O:13][CH2:14][CH2:15][Si:16]([CH3:19])([CH3:18])[CH3:17])[C:2]([N:31]2[CH2:32][CH2:33][N:28]([C:23]3[C:22]([C:21]([F:35])([F:20])[F:34])=[CH:27][CH:26]=[CH:25][N:24]=3)[CH2:29][CH2:30]2)=[N:6][C:5]=1[C:7]([O:9][CH3:10])=[O:8]. (6) The product is: [Cl:31][C:25]1[CH:24]=[C:23]([C:20]2[CH:21]=[CH:22][N:18]([CH2:17][C@@H:16]([NH:15][C:12]([C:9]3[N:10]=[N:11][C:6]([N:1]4[CH:5]=[CH:4][CH:3]=[N:2]4)=[CH:7][CH:8]=3)=[O:14])[CH3:32])[N:19]=2)[CH:30]=[CH:29][C:26]=1[C:27]#[N:28]. Given the reactants [N:1]1([C:6]2[N:11]=[N:10][C:9]([C:12]([OH:14])=O)=[CH:8][CH:7]=2)[CH:5]=[CH:4][CH:3]=[N:2]1.[NH2:15][C@@H:16]([CH3:32])[CH2:17][N:18]1[CH:22]=[CH:21][C:20]([C:23]2[CH:30]=[CH:29][C:26]([C:27]#[N:28])=[C:25]([Cl:31])[CH:24]=2)=[N:19]1, predict the reaction product. (7) Given the reactants N[C@@H](C[S:6][CH2:7][CH:8]1[CH2:10][CH2:9]1)CO.CN1CCOCC1.FC(F)(F)C(OS(C(F)(F)F)(=O)=O)C1C=CC=CC=1.C1C(C[C@:41]([NH:46][CH:47]([C:52]2[CH:57]=[CH:56][CH:55]=[CH:54][CH:53]=2)[C:48]([F:51])([F:50])[F:49])([CH3:45])[CH:42](S)[OH:43])C1, predict the reaction product. The product is: [CH2:9]1[CH:8]([CH2:7][S:6][C@:41]([NH:46][CH:47]([C:52]2[CH:53]=[CH:54][CH:55]=[CH:56][CH:57]=2)[C:48]([F:49])([F:50])[F:51])([CH3:45])[CH2:42][OH:43])[CH2:10]1.